This data is from Forward reaction prediction with 1.9M reactions from USPTO patents (1976-2016). The task is: Predict the product of the given reaction. Given the reactants [H-].[Al+3].[Li+].[H-].[H-].[H-].[Br:7][C:8]1[C:13]([CH:14]=[CH:15][N+:16]([O-])=O)=[CH:12][CH:11]=[CH:10][C:9]=1[O:19][CH2:20][CH:21]1[CH2:23][CH2:22]1.O.[OH-].[Na+], predict the reaction product. The product is: [Br:7][C:8]1[C:9]([O:19][CH2:20][CH:21]2[CH2:23][CH2:22]2)=[CH:10][CH:11]=[CH:12][C:13]=1[CH2:14][CH2:15][NH2:16].